Dataset: Forward reaction prediction with 1.9M reactions from USPTO patents (1976-2016). Task: Predict the product of the given reaction. (1) Given the reactants Br[C:2]1[CH:11]=[C:10]2[C:5]([CH:6]=[C:7]([NH:12][C:13]([CH:15]3[CH2:17][CH2:16]3)=[O:14])[N:8]=[CH:9]2)=[CH:4][CH:3]=1.N1C2C(=CC=C3C=2N=CC=C3)C=CC=1.[C:32](=O)([O-])[O-:33].[Cs+].[Cs+], predict the reaction product. The product is: [CH3:32][O:33][C:2]1[CH:11]=[C:10]2[C:5]([CH:6]=[C:7]([NH:12][C:13]([CH:15]3[CH2:17][CH2:16]3)=[O:14])[N:8]=[CH:9]2)=[CH:4][CH:3]=1. (2) The product is: [CH3:26][O:27][C:28]1[CH:29]=[C:30]([CH:31]=[CH:32][CH:33]=1)[O:34][CH2:2][C:3]1[CH:19]=[CH:18][C:6]2[CH2:7][CH2:8][N:9]([C:12](=[O:17])[C:13]([F:16])([F:15])[F:14])[CH2:10][CH2:11][C:5]=2[CH:4]=1. Given the reactants Cl[CH2:2][C:3]1[CH:19]=[CH:18][C:6]2[CH2:7][CH2:8][N:9]([C:12](=[O:17])[C:13]([F:16])([F:15])[F:14])[CH2:10][CH2:11][C:5]=2[CH:4]=1.C([O-])([O-])=O.[K+].[K+].[CH3:26][O:27][C:28]1[CH:29]=[C:30]([OH:34])[CH:31]=[CH:32][CH:33]=1, predict the reaction product. (3) The product is: [CH3:18][C:19]1[CH:24]=[C:23]([CH3:25])[CH:22]=[CH:21][C:20]=1[N:15]1[C:13]2=[N:14][C:9]([OH:8])=[CH:10][CH:11]=[C:12]2[N:17]=[CH:16]1. Given the reactants C([O:8][C:9]1[N:14]=[C:13]2[NH:15][CH:16]=[N:17][C:12]2=[CH:11][CH:10]=1)C1C=CC=CC=1.[CH3:18][C:19]1[CH:24]=[C:23]([CH3:25])[CH:22]=[CH:21][C:20]=1B(O)O, predict the reaction product. (4) Given the reactants Br[C:2]1[CH:3]=[C:4]([CH:18]=[CH:19][CH:20]=1)[CH2:5][O:6][C:7]1[CH:12]=[CH:11][CH:10]=[CH:9][C:8]=1[CH2:13][C:14]([O:16]C)=[O:15].C(Cl)Cl.Cl.[NH2:25][CH2:26][C:27]1[CH:28]=[C:29](B(O)O)[CH:30]=[CH:31][CH:32]=1.[O-]P([O-])([O-])=O.[K+].[K+].[K+].[Li+].[OH-].Cl, predict the reaction product. The product is: [NH2:25][CH2:26][C:27]1[CH:32]=[C:31]([C:2]2[CH:20]=[CH:19][CH:18]=[C:4]([CH2:5][O:6][C:7]3[CH:12]=[CH:11][CH:10]=[CH:9][C:8]=3[CH2:13][C:14]([OH:16])=[O:15])[CH:3]=2)[CH:30]=[CH:29][CH:28]=1. (5) Given the reactants Cl[CH2:2][C:3]1[N:4]=[N:5][C:6]2[C:7](=[C:9]([NH2:14])[N:10]=[C:11]([NH2:13])[N:12]=2)[N:8]=1.[CH2:15]([NH:17][CH2:18][CH3:19])[CH3:16], predict the reaction product. The product is: [CH2:15]([N:17]([CH2:2][C:3]1[N:4]=[N:5][C:6]2[C:7](=[C:9]([NH2:14])[N:10]=[C:11]([NH2:13])[N:12]=2)[N:8]=1)[CH2:18][CH3:19])[CH3:16]. (6) The product is: [N:52]([CH2:46][CH2:45][C:15]1[N:14]([CH:1]([C:2]2[CH:7]=[CH:6][CH:5]=[CH:4][CH:3]=2)[C:8]2[CH:13]=[CH:12][CH:11]=[CH:10][CH:9]=2)[C:22]2[C:17]([C:16]=1[CH2:24][CH2:25][S:26]([C:29]1[CH:34]=[CH:33][C:32]([C:35]3[CH:36]=[C:37]([CH:42]=[CH:43][CH:44]=3)[C:38]([O:40][CH3:41])=[O:39])=[CH:31][CH:30]=1)(=[O:28])=[O:27])=[CH:18][C:19]([Cl:23])=[CH:20][CH:21]=2)=[N+:53]=[N-:54]. Given the reactants [CH:1]([N:14]1[C:22]2[C:17](=[CH:18][C:19]([Cl:23])=[CH:20][CH:21]=2)[C:16]([CH2:24][CH2:25][S:26]([C:29]2[CH:34]=[CH:33][C:32]([C:35]3[CH:36]=[C:37]([CH:42]=[CH:43][CH:44]=3)[C:38]([O:40][CH3:41])=[O:39])=[CH:31][CH:30]=2)(=[O:28])=[O:27])=[C:15]1[CH2:45][CH2:46]OS(C)(=O)=O)([C:8]1[CH:13]=[CH:12][CH:11]=[CH:10][CH:9]=1)[C:2]1[CH:7]=[CH:6][CH:5]=[CH:4][CH:3]=1.[N-:52]=[N+:53]=[N-:54].[Na+].CN(C=O)C, predict the reaction product. (7) Given the reactants [F:1][C:2]1[CH:3]=[C:4]([CH:21]=[CH:22][CH:23]=1)[CH2:5][N:6]1[C:14]2[C:9](=[CH:10][CH:11]=[CH:12][CH:13]=2)[C:8]2([CH2:19][CH2:18][CH2:17][CH2:16][CH2:15]2)[C:7]1=[O:20].C([Li])CCC.Br[CH2:30][CH2:31][O:32][Si:33]([C:36]([CH3:39])([CH3:38])[CH3:37])([CH3:35])[CH3:34], predict the reaction product. The product is: [Si:33]([O:32][CH2:31][CH2:30][CH:5]([N:6]1[C:14]2[C:9](=[CH:10][CH:11]=[CH:12][CH:13]=2)[C:8]2([CH2:19][CH2:18][CH2:17][CH2:16][CH2:15]2)[C:7]1=[O:20])[C:4]1[CH:21]=[CH:22][CH:23]=[C:2]([F:1])[CH:3]=1)([C:36]([CH3:39])([CH3:38])[CH3:37])([CH3:35])[CH3:34].